This data is from Full USPTO retrosynthesis dataset with 1.9M reactions from patents (1976-2016). The task is: Predict the reactants needed to synthesize the given product. (1) Given the product [CH3:1][O:2][C:3](=[O:20])[CH2:4][C:5]1[CH:10]=[CH:9][C:8]([C:11]([C:13]2[CH:18]=[CH:17][C:16]([OH:19])=[CH:15][CH:14]=2)=[C:24]2[CH2:25][C:26]([CH3:29])([CH3:28])[CH2:27][C:22]([CH3:31])([CH3:21])[CH2:23]2)=[CH:7][CH:6]=1, predict the reactants needed to synthesize it. The reactants are: [CH3:1][O:2][C:3](=[O:20])[CH2:4][C:5]1[CH:10]=[CH:9][C:8]([C:11]([C:13]2[CH:18]=[CH:17][C:16]([OH:19])=[CH:15][CH:14]=2)=O)=[CH:7][CH:6]=1.[CH3:21][C:22]1([CH3:31])[CH2:27][C:26]([CH3:29])([CH3:28])[CH2:25][C:24](=O)[CH2:23]1.C([O-])([O-])=O.[K+].[K+]. (2) Given the product [Cl:1][C:2]1[CH:7]=[CH:6][C:5]([CH2:8][CH2:9][C:10]2[CH:15]=[CH:14][C:13]([C:40]3[C:32]([NH2:26])=[C:33]([CH:37]=[CH:38][CH:39]=3)[C:34]([OH:36])=[O:35])=[CH:12][CH:11]=2)=[CH:4][C:3]=1[C:17]([F:20])([F:19])[F:18], predict the reactants needed to synthesize it. The reactants are: [Cl:1][C:2]1[CH:7]=[CH:6][C:5]([CH2:8][CH2:9][C:10]2[CH:15]=[CH:14][C:13](N)=[CH:12][CH:11]=2)=[CH:4][C:3]=1[C:17]([F:20])([F:19])[F:18].[Li+].C[Si]([N-:26][Si](C)(C)C)(C)C.F[C:32]1[CH:40]=[CH:39][CH:38]=[CH:37][C:33]=1[C:34]([OH:36])=[O:35]. (3) Given the product [Cl:1][C:2]1[N:3]=[C:4]([N:10]([CH3:12])[CH3:11])[CH:5]=[C:6]([Cl:8])[N:7]=1, predict the reactants needed to synthesize it. The reactants are: [Cl:1][C:2]1[N:7]=[C:6]([Cl:8])[CH:5]=[C:4](Cl)[N:3]=1.[NH:10]([CH3:12])[CH3:11].CCN(C(C)C)C(C)C. (4) Given the product [F:29][C:25]1[CH:24]=[C:23]([C:20]2[N:19]=[C:18]([CH3:30])[C:17]([C:15]([NH:14][N:9]3[C:10]4[CH:11]=[CH:12][CH:13]=[C:5]([C:3]([OH:4])=[O:2])[C:6]=4[CH:7]=[CH:8]3)=[O:16])=[CH:22][N:21]=2)[CH:28]=[CH:27][CH:26]=1, predict the reactants needed to synthesize it. The reactants are: C[O:2][C:3]([C:5]1[C:6]2[CH:7]=[CH:8][N:9]([NH:14][C:15]([C:17]3[C:18]([CH3:30])=[N:19][C:20]([C:23]4[CH:28]=[CH:27][CH:26]=[C:25]([F:29])[CH:24]=4)=[N:21][CH:22]=3)=[O:16])[C:10]=2[CH:11]=[CH:12][CH:13]=1)=[O:4].[Li+].[OH-]. (5) Given the product [N:11]1([NH:14][C:15](=[O:38])[CH2:16][C:17]2[C:25]3[C:20](=[CH:21][CH:22]=[C:23]([O:26][CH3:27])[CH:24]=3)[N:19]([C:28](=[O:36])[C:29]3[CH:34]=[CH:33][C:32]([Cl:35])=[CH:31][CH:30]=3)[C:18]=2[CH3:37])[CH2:12][CH2:13][NH:8][CH2:9][CH2:10]1, predict the reactants needed to synthesize it. The reactants are: C(OC([N:8]1[CH2:13][CH2:12][N:11]([NH:14][C:15](=[O:38])[CH2:16][C:17]2[C:25]3[C:20](=[CH:21][CH:22]=[C:23]([O:26][CH3:27])[CH:24]=3)[N:19]([C:28](=[O:36])[C:29]3[CH:34]=[CH:33][C:32]([Cl:35])=[CH:31][CH:30]=3)[C:18]=2[CH3:37])[CH2:10][CH2:9]1)=O)(C)(C)C.FC(F)(F)C(O)=O. (6) Given the product [Cl:1][C:2]1[CH:3]=[C:4]2[C:9](=[CH:10][CH:11]=1)[CH2:8][N:7]([S:12]([CH2:15][CH2:16][C:17]([OH:19])=[O:18])(=[O:14])=[O:13])[CH2:6][CH2:5]2, predict the reactants needed to synthesize it. The reactants are: [Cl:1][C:2]1[CH:3]=[C:4]2[C:9](=[CH:10][CH:11]=1)[CH2:8][N:7]([S:12]([CH2:15][CH2:16][C:17]([O:19]C)=[O:18])(=[O:14])=[O:13])[CH2:6][CH2:5]2.[OH-].[Na+].Cl. (7) Given the product [NH2:13][C:3]1[CH:4]=[C:5]([CH:11]=[CH:12][C:2]=1[F:1])[C:6]([N:8]([CH3:9])[CH3:10])=[O:7], predict the reactants needed to synthesize it. The reactants are: [F:1][C:2]1[CH:12]=[CH:11][C:5]([C:6]([N:8]([CH3:10])[CH3:9])=[O:7])=[CH:4][C:3]=1[N+:13]([O-])=O.